Dataset: Full USPTO retrosynthesis dataset with 1.9M reactions from patents (1976-2016). Task: Predict the reactants needed to synthesize the given product. (1) Given the product [CH:13]1[CH:12]=[C:11]2[C:10]([N:9]([C@H:3]3[CH:4]4[CH2:7][CH2:8][N:1]([CH2:6][CH2:5]4)[CH2:2]3)[CH2:18][C@H:17]3[CH2:19][CH2:20][CH2:21][C:15](=[C:16]23)[CH:14]=1)=[O:22], predict the reactants needed to synthesize it. The reactants are: [N:1]12[CH2:8][CH2:7][CH:4]([CH2:5][CH2:6]1)[CH:3]([N:9]1[CH2:18][CH:17]3[CH2:19][CH2:20][CH2:21][C:15]4[C:16]3=[C:11]([CH:12]=[CH:13][CH:14]=4)[C:10]1=[O:22])[CH2:2]2.Br. (2) Given the product [Br:14][C:11]1[CH:12]=[CH:13][C:8]2[C:5]3[CH:4]=[CH:3][C:2]([Br:1])=[CH:7][C:6]=3[O:15][C:9]=2[CH:10]=1, predict the reactants needed to synthesize it. The reactants are: [Br:1][C:2]1[CH:7]=[CH:6][C:5]([C:8]2[CH:13]=[CH:12][C:11]([Br:14])=[CH:10][C:9]=2[O:15]C)=[C:4](N)[CH:3]=1.N([O-])=O.[Na+].NC(N)=O. (3) Given the product [NH2:11][C:7]1[C:6]2[N:5]([C:4]([CH:12]3[CH2:17][CH2:16][N:15]([C:22](=[O:23])[CH2:21][N:19]([CH3:20])[CH3:18])[CH2:14][CH2:13]3)=[N:3][C:2]=2[I:1])[CH:10]=[CH:9][N:8]=1, predict the reactants needed to synthesize it. The reactants are: [I:1][C:2]1[N:3]=[C:4]([CH:12]2[CH2:17][CH2:16][NH:15][CH2:14][CH2:13]2)[N:5]2[CH:10]=[CH:9][N:8]=[C:7]([NH2:11])[C:6]=12.[CH3:18][N:19]([CH2:21][C:22](Cl)=[O:23])[CH3:20].CCN(C(C)C)C(C)C. (4) Given the product [Br:6][CH2:7][CH2:8][O:9][CH:10]([C:11]1[CH:16]=[CH:15][CH:14]=[CH:13][CH:12]=1)[C:17]1[CH:22]=[CH:21][CH:20]=[CH:19][CH:18]=1, predict the reactants needed to synthesize it. The reactants are: S(=O)(=O)(O)O.[Br:6][CH2:7][CH2:8][OH:9].[CH:10](O)([C:17]1[CH:22]=[CH:21][CH:20]=[CH:19][CH:18]=1)[C:11]1[CH:16]=[CH:15][CH:14]=[CH:13][CH:12]=1. (5) Given the product [CH2:12]([C:6]1([CH3:19])[NH:5][C:3](=[O:4])[CH2:2][N:21]([CH3:20])[C:7]1=[O:8])[C:13]1[CH:18]=[CH:17][CH:16]=[CH:15][CH:14]=1, predict the reactants needed to synthesize it. The reactants are: Cl[CH2:2][C:3]([NH:5][C:6]([CH3:19])([CH2:12][C:13]1[CH:18]=[CH:17][CH:16]=[CH:15][CH:14]=1)[C:7](OCC)=[O:8])=[O:4].[CH3:20][NH2:21]. (6) Given the product [CH3:45][O:44][C:30]1[C:29]([O:28][CH2:27][CH2:26][P:21]([CH2:20][CH2:19][O:18][C:17]2[C:3]([O:2][CH3:1])=[CH:4][C:5]3[C:11](=[O:12])[N:10]4[CH2:13][CH2:14][CH2:15][C@H:9]4[CH:8]=[N:7][C:6]=3[CH:16]=2)(=[O:25])[O:22][CH2:23][CH3:24])=[CH:43][C:33]2[NH:34][CH2:35][C@@H:36]3[CH2:42][CH2:41][CH2:40][N:37]3[C:38](=[O:39])[C:32]=2[CH:31]=1, predict the reactants needed to synthesize it. The reactants are: [CH3:1][O:2][C:3]1[C:17]([O:18][CH2:19][CH2:20][P:21]([CH2:26][CH2:27][O:28][C:29]2[C:30]([O:44][CH3:45])=[CH:31][C:32]3[C:38](=[O:39])[N:37]4[CH2:40][CH2:41][CH2:42][C@H:36]4[CH:35]=[N:34][C:33]=3[CH:43]=2)(=[O:25])[O:22][CH2:23][CH3:24])=[CH:16][C:6]2[N:7]=[CH:8][C@@H:9]3[CH2:15][CH2:14][CH2:13][N:10]3[C:11](=[O:12])[C:5]=2[CH:4]=1.[BH4-].[Na+].COCCOCCOC. (7) Given the product [F:15][C:2]([F:1])([F:14])[C:3]([C:5]1[CH:6]=[C:7]([Cl:13])[C:8]([Cl:12])=[C:9]([Cl:11])[CH:10]=1)([OH:4])[CH:16]=[CH2:17], predict the reactants needed to synthesize it. The reactants are: [F:1][C:2]([F:15])([F:14])[C:3]([C:5]1[CH:10]=[C:9]([Cl:11])[C:8]([Cl:12])=[C:7]([Cl:13])[CH:6]=1)=[O:4].[CH:16]([Mg]Br)=[CH2:17].